Regression. Given two drug SMILES strings and cell line genomic features, predict the synergy score measuring deviation from expected non-interaction effect. From a dataset of NCI-60 drug combinations with 297,098 pairs across 59 cell lines. (1) Drug 1: C1CCC(C1)C(CC#N)N2C=C(C=N2)C3=C4C=CNC4=NC=N3. Drug 2: C#CCC(CC1=CN=C2C(=N1)C(=NC(=N2)N)N)C3=CC=C(C=C3)C(=O)NC(CCC(=O)O)C(=O)O. Cell line: SF-539. Synergy scores: CSS=5.30, Synergy_ZIP=-5.49, Synergy_Bliss=-8.58, Synergy_Loewe=-65.3, Synergy_HSA=-7.57. (2) Drug 1: CN(CC1=CN=C2C(=N1)C(=NC(=N2)N)N)C3=CC=C(C=C3)C(=O)NC(CCC(=O)O)C(=O)O. Drug 2: CN(CCCl)CCCl.Cl. Cell line: HOP-62. Synergy scores: CSS=14.0, Synergy_ZIP=-12.3, Synergy_Bliss=-4.71, Synergy_Loewe=-18.0, Synergy_HSA=-5.59.